This data is from Full USPTO retrosynthesis dataset with 1.9M reactions from patents (1976-2016). The task is: Predict the reactants needed to synthesize the given product. (1) Given the product [OH:2][C@H:1]([C@@H:3]1[CH2:7][CH2:6][CH2:5][N:4]1[C:8]([C@@H:10]([CH2:19][CH:20]=[CH2:21])[CH2:11][C:12]([O:14][C:15]([CH3:16])([CH3:17])[CH3:18])=[O:13])=[O:9])[CH3:22], predict the reactants needed to synthesize it. The reactants are: [CH:1]([C@@H:3]1[CH2:7][CH2:6][CH2:5][N:4]1[C:8]([C@@H:10]([CH2:19][CH:20]=[CH2:21])[CH2:11][C:12]([O:14][C:15]([CH3:18])([CH3:17])[CH3:16])=[O:13])=[O:9])=[O:2].[CH3:22][Mg]Br. (2) Given the product [CH3:24][C:21]([Si:25]([C:32]1[CH:37]=[CH:36][CH:35]=[CH:34][CH:33]=1)([C:26]1[CH:27]=[CH:28][CH:29]=[CH:30][CH:31]=1)[O:8][C:6]1[C:5]([O:9][CH3:10])=[CH:4][C:3]([N+:11]([O-:13])=[O:12])=[C:2]([CH:7]=1)[NH2:1])([CH3:22])[CH3:23], predict the reactants needed to synthesize it. The reactants are: [NH2:1][C:2]1[C:3]([N+:11]([O-:13])=[O:12])=[CH:4][C:5]([O:9][CH3:10])=[C:6]([OH:8])[CH:7]=1.C(N(CC)CC)C.[C:21]([Si:25](Cl)([C:32]1[CH:37]=[CH:36][CH:35]=[CH:34][CH:33]=1)[C:26]1[CH:31]=[CH:30][CH:29]=[CH:28][CH:27]=1)([CH3:24])([CH3:23])[CH3:22].[OH-].[Na+]. (3) Given the product [NH2:24][C@H:21]1[CH2:22][CH2:23][C@H:18]([CH2:17][NH:16][C:11]2[CH:12]=[CH:13][CH:14]=[CH:15][C:10]=2[C:6]2[NH:7][C:8]([CH3:9])=[C:4]([C:1]([NH2:2])=[O:3])[CH:5]=2)[CH2:19][CH2:20]1, predict the reactants needed to synthesize it. The reactants are: [C:1]([C:4]1[CH:5]=[C:6]([C:10]2[CH:15]=[CH:14][CH:13]=[CH:12][C:11]=2[NH:16][CH2:17][C@H:18]2[CH2:23][CH2:22][C@H:21]([NH:24]C(=O)OC(C)(C)C)[CH2:20][CH2:19]2)[NH:7][C:8]=1[CH3:9])(=[O:3])[NH2:2].C(C1C=C(C2C=CC=CC=2NCC2CCN(C(OC(C)(C)C)=O)C2)NC=1C)(=O)N.Cl.